Predict the reactants needed to synthesize the given product. From a dataset of Full USPTO retrosynthesis dataset with 1.9M reactions from patents (1976-2016). (1) Given the product [C:20]1([CH3:29])[CH:25]=[CH:24][C:23]([NH:26][C:27](=[O:28])[NH:1][C:2]2[CH:3]=[CH:4][C:5]([C:8]3[C:16]4[C:11](=[CH:12][N:13]=[CH:14][CH:15]=4)[NH:10][C:9]=3[C:17]([NH2:19])=[O:18])=[CH:6][CH:7]=2)=[CH:22][CH:21]=1, predict the reactants needed to synthesize it. The reactants are: [NH2:1][C:2]1[CH:7]=[CH:6][C:5]([C:8]2[C:16]3[C:11](=[CH:12][N:13]=[CH:14][CH:15]=3)[NH:10][C:9]=2[C:17]([NH2:19])=[O:18])=[CH:4][CH:3]=1.[C:20]1([CH3:29])[CH:25]=[CH:24][C:23]([N:26]=[C:27]=[O:28])=[CH:22][CH:21]=1. (2) Given the product [CH3:16][O:15][C:12]1[N:11]=[CH:10][C:9]([CH2:8][NH:7][C:17]2[N:18]=[C:19]([CH3:44])[C:20]([C:23]([C:24]3[C:32]4[CH:31]=[N:30][CH:29]=[N:28][C:27]=4[NH:26][CH:25]=3)=[O:43])=[CH:21][CH:22]=2)=[CH:14][CH:13]=1, predict the reactants needed to synthesize it. The reactants are: C(OC(=O)[N:7]([C:17]1[CH:22]=[CH:21][C:20]([CH:23]([OH:43])[C:24]2[C:32]3[CH:31]=[N:30][CH:29]=[N:28][C:27]=3[N:26]([Si](C(C)C)(C(C)C)C(C)C)[CH:25]=2)=[C:19]([CH3:44])[N:18]=1)[CH2:8][C:9]1[CH:10]=[N:11][C:12]([O:15][CH3:16])=[CH:13][CH:14]=1)(C)(C)C.C([SiH](CC)CC)C.FC(F)(F)C(O)=O. (3) Given the product [C:29]([C:28]1[CH:15]([CH2:14][CH:8]2[CH2:7][CH2:6][C:5]3[C:10](=[CH:11][CH:12]=[C:3]([O:2][CH3:1])[CH:4]=3)[C:9]2=[O:13])[CH:16]=[CH:17][N:26]([CH2:25][C:22]2[CH:21]=[CH:20][C:19]([CH3:32])=[CH:24][CH:23]=2)[CH:27]=1)(=[O:31])[CH3:30], predict the reactants needed to synthesize it. The reactants are: [CH3:1][O:2][C:3]1[CH:4]=[C:5]2[C:10](=[CH:11][CH:12]=1)[C:9](=[O:13])[CH:8]([CH2:14]/[CH:15]=[CH:16]/[CH:17]=O)[CH2:7][CH2:6]2.[C:19]1([CH3:32])[CH:24]=[CH:23][C:22]([CH2:25][NH:26][CH:27]=[CH:28][C:29](=[O:31])[CH3:30])=[CH:21][CH:20]=1. (4) Given the product [NH2:1][CH2:15][C:14]1([OH:16])[CH2:17][CH2:18][N:11]([C:9]([C:6]2[CH:7]=[CH:8][C:3]([F:2])=[CH:4][CH:5]=2)=[O:10])[CH2:12][CH2:13]1, predict the reactants needed to synthesize it. The reactants are: [NH3:1].[F:2][C:3]1[CH:8]=[CH:7][C:6]([C:9]([N:11]2[CH2:18][CH2:17][C:14]3([O:16][CH2:15]3)[CH2:13][CH2:12]2)=[O:10])=[CH:5][CH:4]=1.